From a dataset of Reaction yield outcomes from USPTO patents with 853,638 reactions. Predict the reaction yield, written as a fraction of the theoretical maximum amount of product (1.0 means a 100% yield; for example, 0.34 means a 34% yield). The reactants are [CH:1]([C:3]1[CH:8]=[CH:7][CH:6]=[CH:5][C:4]=1[C:9]1[CH:14]=[CH:13][C:12]([CH:15]([CH3:24])[CH2:16][NH:17][S:18]([CH:21]([CH3:23])[CH3:22])(=[O:20])=[O:19])=[CH:11][CH:10]=1)=[O:2].[BH4-].[Na+]. The catalyst is C(O)C. The product is [OH:2][CH2:1][C:3]1[CH:8]=[CH:7][CH:6]=[CH:5][C:4]=1[C:9]1[CH:14]=[CH:13][C:12]([CH:15]([CH3:24])[CH2:16][NH:17][S:18]([CH:21]([CH3:23])[CH3:22])(=[O:20])=[O:19])=[CH:11][CH:10]=1. The yield is 0.840.